From a dataset of Catalyst prediction with 721,799 reactions and 888 catalyst types from USPTO. Predict which catalyst facilitates the given reaction. Reactant: [F:1][C:2]([F:32])([F:31])[C:3]1[CH:4]=[C:5]([CH:13]2[O:17][C:16](=[O:18])[N:15]([CH2:19][C:20]3[CH:25]=[C:24]([C:26]([F:29])([F:28])[F:27])[CH:23]=[CH:22][C:21]=3I)[CH2:14]2)[CH:6]=[C:7]([C:9]([F:12])([F:11])[F:10])[CH:8]=1.[CH3:33][O:34][C:35]1[CH:40]=[CH:39][C:38]([C:41]([F:44])([F:43])[F:42])=[CH:37][C:36]=1B(O)O.C(=O)([O-])[O-].[Na+].[Na+]. Product: [F:1][C:2]([F:32])([F:31])[C:3]1[CH:4]=[C:5]([CH:13]2[O:17][C:16](=[O:18])[N:15]([CH2:19][C:20]3[CH:25]=[C:24]([C:26]([F:29])([F:28])[F:27])[CH:23]=[CH:22][C:21]=3[C:36]3[CH:37]=[C:38]([C:41]([F:44])([F:43])[F:42])[CH:39]=[CH:40][C:35]=3[O:34][CH3:33])[CH2:14]2)[CH:6]=[C:7]([C:9]([F:12])([F:11])[F:10])[CH:8]=1. The catalyst class is: 73.